From a dataset of Reaction yield outcomes from USPTO patents with 853,638 reactions. Predict the reaction yield, written as a fraction of the theoretical maximum amount of product (1.0 means a 100% yield; for example, 0.34 means a 34% yield). (1) The reactants are [CH3:1][O:2][C:3]1[CH:4]=[C:5]([C:11]2[N:16]=[C:15]([C:17]#[C:18][Si](C)(C)C)[C:14]([C:23]([NH:25][C:26]3[CH:27]=[N:28][N:29]([CH2:31][C:32]([F:35])([F:34])[F:33])[CH:30]=3)=[O:24])=[CH:13][CH:12]=2)[CH:6]=[N:7][C:8]=1[O:9][CH3:10].CC[O-].[Na+]. The catalyst is CCO. The product is [CH3:1][O:2][C:3]1[CH:4]=[C:5]([C:11]2[N:16]=[C:15]3[C:17](=[CH2:18])[N:25]([C:26]4[CH:27]=[N:28][N:29]([CH2:31][C:32]([F:35])([F:34])[F:33])[CH:30]=4)[C:23](=[O:24])[C:14]3=[CH:13][CH:12]=2)[CH:6]=[N:7][C:8]=1[O:9][CH3:10]. The yield is 0.930. (2) The reactants are [C:1]([O:7][CH2:8][CH3:9])(=[O:6])[CH2:2][C:3]([CH3:5])=[O:4].[Cl-].[Mg+2].[Cl-].N1C=CC=CC=1.[C:19](Cl)(=[O:26])[C:20]1[CH:25]=[CH:24][N:23]=[CH:22][CH:21]=1. The catalyst is C(Cl)Cl. The product is [CH2:8]([O:7][C:1](=[O:6])[CH:2]([C:19]([C:20]1[CH:25]=[CH:24][N:23]=[CH:22][CH:21]=1)=[O:26])[C:3](=[O:4])[CH3:5])[CH3:9]. The yield is 0.470. (3) The reactants are C[Si](C)(C)CCOC[N:7]1[C:11]2[N:12]=[CH:13][N:14]=[C:15]([C:16]3[CH:17]=[N:18][N:19]([CH:21]([CH2:25][CH2:26][CH2:27][CH2:28][CH3:29])[CH2:22][C:23]#[N:24])[CH:20]=3)[C:10]=2[CH:9]=[CH:8]1.C(#N)C.O.F[B-](F)(F)F.[Li+].[OH-].[NH4+]. No catalyst specified. The product is [N:12]1[C:11]2[NH:7][CH:8]=[CH:9][C:10]=2[C:15]([C:16]2[CH:17]=[N:18][N:19]([CH:21]([CH2:25][CH2:26][CH2:27][CH2:28][CH3:29])[CH2:22][C:23]#[N:24])[CH:20]=2)=[N:14][CH:13]=1. The yield is 0.640. (4) The reactants are Cl.Br[C:3]1[CH:8]=[CH:7][N:6]=[CH:5][CH:4]=1.[S:9]1[CH:13]=[CH:12][CH:11]=[C:10]1B(O)O. The catalyst is COCCOC.O.C1C=CC([P]([Pd]([P](C2C=CC=CC=2)(C2C=CC=CC=2)C2C=CC=CC=2)([P](C2C=CC=CC=2)(C2C=CC=CC=2)C2C=CC=CC=2)[P](C2C=CC=CC=2)(C2C=CC=CC=2)C2C=CC=CC=2)(C2C=CC=CC=2)C2C=CC=CC=2)=CC=1. The product is [N:6]1[CH:7]=[CH:8][C:3]([C:11]2[CH:12]=[CH:13][S:9][CH:10]=2)=[CH:4][CH:5]=1. The yield is 0.750. (5) The reactants are Br[C:2]1[S:6][C:5]([CH:7]=[O:8])=[CH:4][CH:3]=1.[CH3:9][O:10][C:11]1[CH:16]=[CH:15][CH:14]=[CH:13][C:12]=1B(O)O.C(=O)([O-])[O-].[Na+].[Na+]. The catalyst is C1(C)C=CC=CC=1.O.C1C=CC([P]([Pd]([P](C2C=CC=CC=2)(C2C=CC=CC=2)C2C=CC=CC=2)([P](C2C=CC=CC=2)(C2C=CC=CC=2)C2C=CC=CC=2)[P](C2C=CC=CC=2)(C2C=CC=CC=2)C2C=CC=CC=2)(C2C=CC=CC=2)C2C=CC=CC=2)=CC=1. The product is [CH3:9][O:10][C:11]1[CH:16]=[CH:15][CH:14]=[CH:13][C:12]=1[C:2]1[S:6][C:5]([CH:7]=[O:8])=[CH:4][CH:3]=1. The yield is 0.570. (6) The reactants are [CH:1]([NH:4][C:5]([C:7]1[C:15]2[C:10](=[N:11][CH:12]=[C:13]([O:16][C:17]3[CH:25]=[C:24]4[C:20]([CH:21]=[CH:22][N:23]4[CH3:26])=[CH:19][CH:18]=3)[N:14]=2)[N:9](COCC[Si](C)(C)C)[CH:8]=1)=[O:6])([CH3:3])[CH3:2].[F-].C([N+](CCCC)(CCCC)CCCC)CCC.C(N)CN. The catalyst is C1COCC1. The product is [CH:1]([NH:4][C:5]([C:7]1[C:15]2[C:10](=[N:11][CH:12]=[C:13]([O:16][C:17]3[CH:25]=[C:24]4[C:20]([CH:21]=[CH:22][N:23]4[CH3:26])=[CH:19][CH:18]=3)[N:14]=2)[NH:9][CH:8]=1)=[O:6])([CH3:3])[CH3:2]. The yield is 0.520.